This data is from NCI-60 drug combinations with 297,098 pairs across 59 cell lines. The task is: Regression. Given two drug SMILES strings and cell line genomic features, predict the synergy score measuring deviation from expected non-interaction effect. (1) Drug 1: CCCCCOC(=O)NC1=NC(=O)N(C=C1F)C2C(C(C(O2)C)O)O. Drug 2: C1C(C(OC1N2C=NC3=C2NC=NCC3O)CO)O. Cell line: OVCAR3. Synergy scores: CSS=-4.14, Synergy_ZIP=1.41, Synergy_Bliss=-1.76, Synergy_Loewe=-4.37, Synergy_HSA=-4.41. (2) Drug 1: CCCS(=O)(=O)NC1=C(C(=C(C=C1)F)C(=O)C2=CNC3=C2C=C(C=N3)C4=CC=C(C=C4)Cl)F. Drug 2: CCN(CC)CCNC(=O)C1=C(NC(=C1C)C=C2C3=C(C=CC(=C3)F)NC2=O)C. Cell line: HCT-15. Synergy scores: CSS=2.61, Synergy_ZIP=1.32, Synergy_Bliss=1.83, Synergy_Loewe=-2.44, Synergy_HSA=-0.707.